This data is from Reaction yield outcomes from USPTO patents with 853,638 reactions. The task is: Predict the reaction yield, written as a fraction of the theoretical maximum amount of product (1.0 means a 100% yield; for example, 0.34 means a 34% yield). The reactants are [Cl:1][C:2]1[CH:3]=[C:4]([NH:9][C:10]2[C:19]3[C:14](=[CH:15][C:16]([O:21][CH3:22])=[C:17]([OH:20])[CH:18]=3)[N:13]=[CH:12][N:11]=2)[CH:5]=[CH:6][C:7]=1[F:8].C([O-])([O-])=O.[K+].[K+].Br[CH2:30][CH2:31][CH2:32][Cl:33].CN(C=O)C. The catalyst is O. The product is [Cl:1][C:2]1[CH:3]=[C:4]([NH:9][C:10]2[C:19]3[C:14](=[CH:15][C:16]([O:21][CH3:22])=[C:17]([O:20][CH2:30][CH2:31][CH2:32][Cl:33])[CH:18]=3)[N:13]=[CH:12][N:11]=2)[CH:5]=[CH:6][C:7]=1[F:8]. The yield is 0.890.